Task: Predict the reaction yield, written as a fraction of the theoretical maximum amount of product (1.0 means a 100% yield; for example, 0.34 means a 34% yield).. Dataset: Reaction yield outcomes from USPTO patents with 853,638 reactions (1) The reactants are Br[C:2]1[CH:8]=[CH:7][CH:6]=[CH:5][C:3]=1[NH2:4].[C:9]1(B(O)O)[CH2:14][CH2:13][CH2:12][CH2:11][CH:10]=1.C(=O)([O-])[O-].[Na+].[Na+].C1(C)C=CC=CC=1. The catalyst is C(OCC)(=O)C.C(O)C. The product is [C:9]1([C:2]2[CH:8]=[CH:7][CH:6]=[CH:5][C:3]=2[NH2:4])[CH2:14][CH2:13][CH2:12][CH2:11][CH:10]=1. The yield is 0.220. (2) The reactants are [Cl:1][C:2]1[CH:10]=[C:9]([C:11]#[C:12][CH2:13][CH2:14][O:15][CH3:16])[C:5]2[O:6][CH2:7][O:8][C:4]=2[C:3]=1[NH:17][C:18]1[C:27]2[C:22](=[CH:23][C:24]([O:30][CH2:31][CH2:32][CH2:33]Cl)=[C:25]([O:28][CH3:29])[CH:26]=2)[N:21]=[CH:20][N:19]=1.[CH3:35][O:36][CH2:37][CH2:38][NH:39][CH2:40][CH2:41][O:42][CH3:43]. The catalyst is COCCO. The product is [CH3:35][O:36][CH2:37][CH2:38][N:39]([CH2:40][CH2:41][O:42][CH3:43])[CH2:33][CH2:32][CH2:31][O:30][C:24]1[CH:23]=[C:22]2[C:27]([C:18]([NH:17][C:3]3[C:4]4[O:8][CH2:7][O:6][C:5]=4[C:9]([C:11]#[C:12][CH2:13][CH2:14][O:15][CH3:16])=[CH:10][C:2]=3[Cl:1])=[N:19][CH:20]=[N:21]2)=[CH:26][C:25]=1[O:28][CH3:29]. The yield is 0.660. (3) The reactants are [OH-].[Na+].[OH:3][C:4]1[C:16]([C:17]([F:20])([F:19])[F:18])=[CH:15][CH:14]=[C:13]([CH2:21][O:22][C:23]2[CH:28]=[CH:27][C:26]([C:29]3[CH:34]=[CH:33][C:32]([CH2:35][C:36]([O:38]C)=[O:37])=[CH:31][CH:30]=3)=[CH:25][CH:24]=2)[C:5]=1[C:6]([O:8][C:9]([CH3:12])([CH3:11])[CH3:10])=[O:7].Cl. The catalyst is O1CCCC1. The product is [C:9]([O:8][C:6]([C:5]1[C:4]([OH:3])=[C:16]([C:17]([F:18])([F:19])[F:20])[CH:15]=[CH:14][C:13]=1[CH2:21][O:22][C:23]1[CH:24]=[CH:25][C:26]([C:29]2[CH:34]=[CH:33][C:32]([CH2:35][C:36]([OH:38])=[O:37])=[CH:31][CH:30]=2)=[CH:27][CH:28]=1)=[O:7])([CH3:12])([CH3:10])[CH3:11]. The yield is 0.710. (4) The reactants are [C:1]([O:5][C:6]([N:8]1[CH2:12][C:11](=[O:13])[CH2:10][N:9]1[C:14]([O:16][CH2:17][C:18]1[CH:23]=[CH:22][CH:21]=[CH:20][CH:19]=1)=[O:15])=[O:7])([CH3:4])([CH3:3])[CH3:2].CCOCC. The catalyst is O1CCCC1. The product is [C:1]([O:5][C:6]([N:8]1[CH2:12][CH:11]([OH:13])[CH2:10][N:9]1[C:14]([O:16][CH2:17][C:18]1[CH:23]=[CH:22][CH:21]=[CH:20][CH:19]=1)=[O:15])=[O:7])([CH3:4])([CH3:2])[CH3:3]. The yield is 0.930.